From a dataset of Forward reaction prediction with 1.9M reactions from USPTO patents (1976-2016). Predict the product of the given reaction. (1) Given the reactants [NH2:1][C:2]1[C:7]([NH2:8])=[C:6]([O:9][C:10]2[C:19]3[C:14](=[CH:15][CH:16]=[CH:17][CH:18]=3)[C:13]([NH:20][C:21](=[O:27])[O:22][C:23]([CH3:26])([CH3:25])[CH3:24])=[CH:12][CH:11]=2)[CH:5]=[CH:4][N:3]=1.[CH2:28](Cl)Cl.CCO[C:34]([CH3:36])=[O:35], predict the reaction product. The product is: [CH3:28][C:36]1[C:34](=[O:35])[NH:1][C:2]2[N:3]=[CH:4][CH:5]=[C:6]([O:9][C:10]3[C:19]4[C:14](=[CH:15][CH:16]=[CH:17][CH:18]=4)[C:13]([NH:20][C:21](=[O:27])[O:22][C:23]([CH3:24])([CH3:26])[CH3:25])=[CH:12][CH:11]=3)[C:7]=2[N:8]=1. (2) Given the reactants [Cl:1][C:2]1[CH:7]=[CH:6][C:5]([CH:8]2[C:13]3[N:14]4[N:19]=[C:18]([CH3:20])[S:17][C:15]4=[N:16][C:12]=3[CH2:11][CH2:10][N:9]2[C:21](=[O:32])[CH2:22][O:23][C:24]2[C:25]([Cl:31])=[N:26][C:27](I)=[CH:28][CH:29]=2)=[C:4]([F:33])[CH:3]=1.[CH:34]1(B(O)O)[CH2:36][CH2:35]1.C1(P(C2CCCCC2)C2CCCCC2)CCCCC1.O.[O-]P([O-])([O-])=O.[K+].[K+].[K+], predict the reaction product. The product is: [Cl:1][C:2]1[CH:7]=[CH:6][C:5]([CH:8]2[C:13]3[N:14]4[N:19]=[C:18]([CH3:20])[S:17][C:15]4=[N:16][C:12]=3[CH2:11][CH2:10][N:9]2[C:21](=[O:32])[CH2:22][O:23][C:24]2[C:25]([Cl:31])=[N:26][C:27]([CH:34]3[CH2:36][CH2:35]3)=[CH:28][CH:29]=2)=[C:4]([F:33])[CH:3]=1. (3) Given the reactants [CH3:1][O-].[Na+].CO.CC1C=CC(S([O:16][CH2:17][C@@H:18]2[CH2:22][CH2:21][C:20](=[O:23])[O:19]2)(=O)=O)=CC=1.CO, predict the reaction product. The product is: [O:16]1[CH2:17][C@@H:18]1[CH2:22][CH2:21][C:20]([O:19][CH3:1])=[O:23]. (4) Given the reactants [CH3:1][O:2][C:3](=[O:13])[C:4]1[CH:9]=[CH:8][C:7](F)=[C:6]([C:11]#[N:12])[CH:5]=1.Cl.[CH3:15][NH:16][CH3:17].C(=O)([O-])[O-].[K+].[K+], predict the reaction product. The product is: [CH3:1][O:2][C:3](=[O:13])[C:4]1[CH:9]=[CH:8][C:7]([N:16]([CH3:17])[CH3:15])=[C:6]([C:11]#[N:12])[CH:5]=1. (5) Given the reactants [C:1]([O:5][C:6]([NH:8][CH2:9][CH:10]([OH:14])[C:11]([OH:13])=[O:12])=[O:7])([CH3:4])([CH3:3])[CH3:2].[H-].[Na+].[CH2:17](Br)[C:18]1[CH:23]=[CH:22][CH:21]=[CH:20][CH:19]=1, predict the reaction product. The product is: [CH2:17]([O:14][CH:10]([CH2:9][NH:8][C:6]([O:5][C:1]([CH3:4])([CH3:2])[CH3:3])=[O:7])[C:11]([O:13][CH2:17][C:18]1[CH:23]=[CH:22][CH:21]=[CH:20][CH:19]=1)=[O:12])[C:18]1[CH:23]=[CH:22][CH:21]=[CH:20][CH:19]=1. (6) Given the reactants [Br:1][C:2]1[CH:23]=[CH:22][C:5]([C:6]([C:8]2[CH:13]=[C:12]([O:14][CH3:15])[C:11]([O:16][CH3:17])=[CH:10][C:9]=2[CH2:18][C:19](=O)[CH3:20])=O)=[CH:4][CH:3]=1.O.[NH2:25][NH2:26].Cl.[OH-].[Na+], predict the reaction product. The product is: [Br:1][C:2]1[CH:23]=[CH:22][C:5]([C:6]2[C:8]3[CH:13]=[C:12]([O:14][CH3:15])[C:11]([O:16][CH3:17])=[CH:10][C:9]=3[CH2:18][C:19]([CH3:20])=[N:26][N:25]=2)=[CH:4][CH:3]=1. (7) Given the reactants FC1C=C2C(C(I)=CN2S(C2C=CC=CC=2)(=O)=O)=CC=1.[F:21][C:22]1[CH:30]=[C:29]2[C:25]([C:26]([C:40]3[CH:48]=[CH:47][C:43]4[NH:44][CH:45]=[N:46][C:42]=4[CH:41]=3)=[CH:27][N:28]2S(C2C=CC=CC=2)(=O)=O)=[CH:24][CH:23]=1, predict the reaction product. The product is: [F:21][C:22]1[CH:30]=[C:29]2[C:25]([C:26]([C:40]3[CH:48]=[CH:47][C:43]4[NH:44][CH:45]=[N:46][C:42]=4[CH:41]=3)=[CH:27][NH:28]2)=[CH:24][CH:23]=1.